Dataset: Full USPTO retrosynthesis dataset with 1.9M reactions from patents (1976-2016). Task: Predict the reactants needed to synthesize the given product. Given the product [Si:28]([O:15][CH:9]([C:6]1[CH:7]=[CH:8][C:3]([N:2]([CH3:1])[CH3:18])=[CH:4][C:5]=1[CH:16]=[CH2:17])[CH2:10][CH2:11][CH2:12][CH:13]=[CH2:14])([C:25]([CH3:27])([CH3:26])[CH3:24])([CH3:30])[CH3:29], predict the reactants needed to synthesize it. The reactants are: [CH3:1][N:2]([CH3:18])[C:3]1[CH:8]=[CH:7][C:6]([CH:9]([OH:15])[CH2:10][CH2:11][CH2:12][CH:13]=[CH2:14])=[C:5]([CH:16]=[CH2:17])[CH:4]=1.N1C=CN=C1.[CH3:24][C:25]([Si:28](Cl)([CH3:30])[CH3:29])([CH3:27])[CH3:26].